Dataset: Full USPTO retrosynthesis dataset with 1.9M reactions from patents (1976-2016). Task: Predict the reactants needed to synthesize the given product. (1) Given the product [CH:28]([NH:31][C:19](=[O:20])[C:18]1[C:22]([C:24]([F:27])([F:25])[F:26])=[CH:23][C:15]([O:14][CH2:13][C:3]2[C:4]([C:7]3[CH:8]=[CH:9][CH:10]=[CH:11][CH:12]=3)=[N:5][O:6][C:2]=2[CH3:1])=[N:16][CH:17]=1)([CH3:30])[CH3:29], predict the reactants needed to synthesize it. The reactants are: [CH3:1][C:2]1[O:6][N:5]=[C:4]([C:7]2[CH:12]=[CH:11][CH:10]=[CH:9][CH:8]=2)[C:3]=1[CH2:13][O:14][C:15]1[CH:23]=[C:22]([C:24]([F:27])([F:26])[F:25])[C:18]([C:19](O)=[O:20])=[CH:17][N:16]=1.[CH:28]([NH2:31])([CH3:30])[CH3:29]. (2) The reactants are: C(OC([CH:8]1[C:17](=[O:18])[C:16]2[C:12](=[C:13]([C:26]3[CH:31]=[CH:30][C:29]([Cl:32])=[CH:28][CH:27]=3)[N:14]([C:19]3[CH:24]=[CH:23][CH:22]=[CH:21][C:20]=3[Cl:25])[N:15]=2)[O:11][CH2:10][CH2:9]1)=O)(C)(C)C. Given the product [Cl:32][C:29]1[CH:30]=[CH:31][C:26]([C:13]2[N:14]([C:19]3[CH:24]=[CH:23][CH:22]=[CH:21][C:20]=3[Cl:25])[N:15]=[C:16]3[C:12]=2[O:11][CH2:10][CH2:9][CH2:8][C:17]3=[O:18])=[CH:27][CH:28]=1, predict the reactants needed to synthesize it.